This data is from Catalyst prediction with 721,799 reactions and 888 catalyst types from USPTO. The task is: Predict which catalyst facilitates the given reaction. (1) Reactant: [CH2:1]([O:8][C:9](=[O:32])[NH:10][CH2:11][CH2:12][CH2:13][CH2:14][C@H:15]([OH:31])[C:16]([N:18]([CH2:25][C:26]1[S:27][CH:28]=[CH:29][CH:30]=1)[CH2:19][C:20]1[S:21][CH:22]=[CH:23][CH:24]=1)=[O:17])[C:2]1[CH:7]=[CH:6][CH:5]=[CH:4][CH:3]=1.C(N(CC)CC)C.[CH3:40][S:41](Cl)(=[O:43])=[O:42]. Product: [CH3:40][S:41]([O:31][C@@H:15]([CH2:14][CH2:13][CH2:12][CH2:11][NH:10][C:9]([O:8][CH2:1][C:2]1[CH:7]=[CH:6][CH:5]=[CH:4][CH:3]=1)=[O:32])[C:16]([N:18]([CH2:25][C:26]1[S:27][CH:28]=[CH:29][CH:30]=1)[CH2:19][C:20]1[S:21][CH:22]=[CH:23][CH:24]=1)=[O:17])(=[O:43])=[O:42]. The catalyst class is: 46. (2) Product: [C:3]([N:22]1[CH:26]=[C:25]([CH2:27][O:28][CH2:33][C:32]([O:31][CH2:29][CH3:30])=[O:35])[N:24]=[CH:23]1)([C:16]1[CH:17]=[CH:18][CH:19]=[CH:20][CH:21]=1)([C:10]1[CH:11]=[CH:12][CH:13]=[CH:14][CH:15]=1)[C:4]1[CH:9]=[CH:8][CH:7]=[CH:6][CH:5]=1. The catalyst class is: 35. Reactant: [H-].[Na+].[C:3]([N:22]1[CH:26]=[C:25]([CH2:27][OH:28])[N:24]=[CH:23]1)([C:16]1[CH:21]=[CH:20][CH:19]=[CH:18][CH:17]=1)([C:10]1[CH:15]=[CH:14][CH:13]=[CH:12][CH:11]=1)[C:4]1[CH:9]=[CH:8][CH:7]=[CH:6][CH:5]=1.[CH2:29]([O:31][C:32](=[O:35])[CH2:33]Br)[CH3:30].[I-].[K+]. (3) Reactant: [OH:1][C:2]1[CH:3]=[C:4]2[C:8](=[CH:9][CH:10]=1)[CH2:7][CH:6]([C:11]1[CH:12]=[C:13]([CH:18]=[CH:19][CH:20]=1)[C:14]([O:16][CH3:17])=[O:15])[CH2:5]2.C(=O)([O-])[O-].[Cs+].[Cs+].Cl[CH2:28][C:29]1[C:30]([C:37]2[C:42]([Cl:43])=[CH:41][CH:40]=[CH:39][C:38]=2[Cl:44])=[N:31][O:32][C:33]=1[CH:34]([CH3:36])[CH3:35]. Product: [Cl:43][C:42]1[CH:41]=[CH:40][CH:39]=[C:38]([Cl:44])[C:37]=1[C:30]1[C:29]([CH2:28][O:1][C:2]2[CH:3]=[C:4]3[C:8](=[CH:9][CH:10]=2)[CH2:7][CH:6]([C:11]2[CH:12]=[C:13]([CH:18]=[CH:19][CH:20]=2)[C:14]([O:16][CH3:17])=[O:15])[CH2:5]3)=[C:33]([CH:34]([CH3:36])[CH3:35])[O:32][N:31]=1. The catalyst class is: 9. (4) Reactant: FC(F)(F)C(O)=O.[CH2:8]([O:10][C:11]1[CH:12]=[CH:13][C:14]([F:42])=[C:15]([C:17]2[CH:22]=[C:21]([CH3:23])[N:20]=[C:19]([C:24]#[C:25][CH2:26][C@@:27]3([NH:34]C(=O)OC(C)(C)C)[CH2:31][CH2:30][N:29]([CH3:32])[C:28]3=[O:33])[N:18]=2)[CH:16]=1)[CH3:9].C([O-])([O-])=O.[K+].[K+]. Product: [NH2:34][C@:27]1([CH2:26][C:25]#[C:24][C:19]2[N:18]=[C:17]([C:15]3[CH:16]=[C:11]([O:10][CH2:8][CH3:9])[CH:12]=[CH:13][C:14]=3[F:42])[CH:22]=[C:21]([CH3:23])[N:20]=2)[CH2:31][CH2:30][N:29]([CH3:32])[C:28]1=[O:33]. The catalyst class is: 2.